This data is from Peptide-MHC class I binding affinity with 185,985 pairs from IEDB/IMGT. The task is: Regression. Given a peptide amino acid sequence and an MHC pseudo amino acid sequence, predict their binding affinity value. This is MHC class I binding data. (1) The peptide sequence is LYEASTTYL. The MHC is HLA-B14:02 with pseudo-sequence HLA-B14:02. The binding affinity (normalized) is 0.213. (2) The peptide sequence is CAGGYYDVY. The MHC is HLA-A02:06 with pseudo-sequence HLA-A02:06. The binding affinity (normalized) is 0.0881. (3) The peptide sequence is NFFTELENKK. The MHC is HLA-A33:01 with pseudo-sequence HLA-A33:01. The binding affinity (normalized) is 0.0390. (4) The peptide sequence is YEFLQPILL. The MHC is HLA-A30:01 with pseudo-sequence HLA-A30:01. The binding affinity (normalized) is 0. (5) The peptide sequence is REVFYFGKF. The MHC is HLA-A26:03 with pseudo-sequence HLA-A26:03. The binding affinity (normalized) is 0.0847. (6) The peptide sequence is AIALGVATA. The MHC is HLA-A02:03 with pseudo-sequence HLA-A02:03. The binding affinity (normalized) is 0.926.